Dataset: Reaction yield outcomes from USPTO patents with 853,638 reactions. Task: Predict the reaction yield, written as a fraction of the theoretical maximum amount of product (1.0 means a 100% yield; for example, 0.34 means a 34% yield). The reactants are [NH2:1][C:2]1[C:10]2[C:5](=[CH:6][CH:7]=[CH:8][C:9]=2[F:11])[C:4]([C:19]2[CH:20]=[C:21]([CH3:27])[C:22](=[O:26])[N:23]([CH3:25])[CH:24]=2)([C:12]2[CH:17]=[CH:16][CH:15]=[C:14](Br)[CH:13]=2)[N:3]=1.[F:28][C:29]1[CH:30]=[C:31](B(O)O)[CH:32]=[N:33][CH:34]=1.C(=O)([O-])[O-].[K+].[K+].CN(C=O)C. The catalyst is [Cl-].[Na+].O.C([O-])(O)=O.[Na+].CCOC(C)=O.C1C=CC(P([C]2[CH][CH][CH][CH]2)C2C=CC=CC=2)=CC=1.C1C=CC(P([C]2[CH][CH][CH][CH]2)C2C=CC=CC=2)=CC=1.Cl[Pd]Cl.[Fe]. The product is [NH2:1][C:2]1[C:10]2[C:5](=[CH:6][CH:7]=[CH:8][C:9]=2[F:11])[C:4]([C:19]2[CH:20]=[C:21]([CH3:27])[C:22](=[O:26])[N:23]([CH3:25])[CH:24]=2)([C:12]2[CH:17]=[CH:16][CH:15]=[C:14]([C:31]3[CH:32]=[N:33][CH:34]=[C:29]([F:28])[CH:30]=3)[CH:13]=2)[N:3]=1. The yield is 0.300.